From a dataset of Peptide-MHC class I binding affinity with 185,985 pairs from IEDB/IMGT. Regression. Given a peptide amino acid sequence and an MHC pseudo amino acid sequence, predict their binding affinity value. This is MHC class I binding data. (1) The peptide sequence is KEGVSVTVT. The MHC is HLA-B40:02 with pseudo-sequence HLA-B40:02. The binding affinity (normalized) is 0.532. (2) The peptide sequence is NVDLTTMPTY. The MHC is HLA-A68:01 with pseudo-sequence HLA-A68:01. The binding affinity (normalized) is 0.0928. (3) The peptide sequence is FPYSTFPII. The MHC is HLA-B53:01 with pseudo-sequence HLA-B53:01. The binding affinity (normalized) is 0.806. (4) The binding affinity (normalized) is 0.0847. The MHC is HLA-A69:01 with pseudo-sequence HLA-A69:01. The peptide sequence is DEQEFFYSQ. (5) The peptide sequence is WTNCRGEFL. The MHC is Mamu-A01 with pseudo-sequence Mamu-A01. The binding affinity (normalized) is 0.768. (6) The peptide sequence is ASSMVNGVVR. The MHC is HLA-B57:01 with pseudo-sequence HLA-B57:01. The binding affinity (normalized) is 0.330. (7) The peptide sequence is NIYETEFFM. The MHC is HLA-B57:01 with pseudo-sequence HLA-B57:01. The binding affinity (normalized) is 0.0847. (8) The peptide sequence is IFEPEKDIR. The MHC is HLA-A68:01 with pseudo-sequence HLA-A68:01. The binding affinity (normalized) is 0.265.